This data is from Acute oral toxicity (LD50) regression data from Zhu et al.. The task is: Regression/Classification. Given a drug SMILES string, predict its toxicity properties. Task type varies by dataset: regression for continuous values (e.g., LD50, hERG inhibition percentage) or binary classification for toxic/non-toxic outcomes (e.g., AMES mutagenicity, cardiotoxicity, hepatotoxicity). Dataset: ld50_zhu. The compound is CC(=O)C1=C(O)C2C3c4c[nH]c5cccc(c45)CC3C(C)(C)N2C1=O. The rat oral LD50 is 3.97, given as -log10 of the dose in mol/kg body weight (higher means more acutely toxic).